From a dataset of NCI-60 drug combinations with 297,098 pairs across 59 cell lines. Regression. Given two drug SMILES strings and cell line genomic features, predict the synergy score measuring deviation from expected non-interaction effect. (1) Drug 1: C1=NC2=C(N=C(N=C2N1C3C(C(C(O3)CO)O)O)F)N. Drug 2: C(CCl)NC(=O)N(CCCl)N=O. Cell line: NCI-H226. Synergy scores: CSS=-2.88, Synergy_ZIP=2.57, Synergy_Bliss=3.37, Synergy_Loewe=-4.50, Synergy_HSA=-3.93. (2) Synergy scores: CSS=24.7, Synergy_ZIP=7.31, Synergy_Bliss=13.5, Synergy_Loewe=-5.71, Synergy_HSA=10.7. Cell line: M14. Drug 1: CC1OCC2C(O1)C(C(C(O2)OC3C4COC(=O)C4C(C5=CC6=C(C=C35)OCO6)C7=CC(=C(C(=C7)OC)O)OC)O)O. Drug 2: CC1=CC2C(CCC3(C2CCC3(C(=O)C)OC(=O)C)C)C4(C1=CC(=O)CC4)C.